From a dataset of Full USPTO retrosynthesis dataset with 1.9M reactions from patents (1976-2016). Predict the reactants needed to synthesize the given product. (1) Given the product [NH2:1][C:2]1[C:3]2[C:13]([O:14][CH2:15][C:16]([NH:19][C:20](=[O:34])[C:21]3[CH:26]=[CH:25][N:24]=[C:23]([N:27]4[CH:31]=[C:30]([CH2:32][OH:33])[N:29]=[CH:28]4)[CH:22]=3)([CH3:17])[CH3:18])=[CH:12][CH:11]=[CH:10][C:4]=2[NH:5][S:6](=[O:8])(=[O:9])[N:7]=1, predict the reactants needed to synthesize it. The reactants are: [NH2:1][C:2]1[C:3]2[C:13]([O:14][CH2:15][C:16]([NH:19][C:20](=[O:34])[C:21]3[CH:26]=[CH:25][N:24]=[C:23]([N:27]4[CH:31]=[C:30]([CH:32]=[O:33])[N:29]=[CH:28]4)[CH:22]=3)([CH3:18])[CH3:17])=[CH:12][CH:11]=[CH:10][C:4]=2[NH:5][S:6](=[O:9])(=[O:8])[N:7]=1.[BH4-].[Na+]. (2) Given the product [CH2:11]([C:8]1[CH:9]=[CH:10][C:5]([NH:4][C:3]2[CH:19]=[CH:20][CH:21]=[CH:22][C:2]=2[B:73]2[O:77][C:76]([CH3:79])([CH3:78])[C:75]([CH3:81])([CH3:80])[O:74]2)=[CH:6][CH:7]=1)[CH2:12][CH2:13][CH2:14][CH2:15][CH2:16][CH2:17][CH3:18], predict the reactants needed to synthesize it. The reactants are: Br[C:2]1[CH:22]=[CH:21][CH:20]=[CH:19][C:3]=1[NH:4][C:5]1[CH:10]=[CH:9][C:8]([CH2:11][CH2:12][CH2:13][CH2:14][CH2:15][CH2:16][CH2:17][CH3:18])=[CH:7][CH:6]=1.C1(P(C2CCCCC2)C2C=CC=CC=2C2C=CC=CC=2N(C)C)CCCCC1.C(N(CC)CC)C.C(C1(CC)C2C=C([B:73]3[O:77][C:76]([CH3:79])([CH3:78])[C:75]([CH3:81])([CH3:80])[O:74]3)C=CC=2C2C1=CC([B:73]1[O:77][C:76]([CH3:79])([CH3:78])[C:75]([CH3:81])([CH3:80])[O:74]1)=CC=2)C. (3) The reactants are: ClC1C=C(C[CH2:9][CH2:10][N:11]([C@H:25]2[CH2:30][CH2:29][C@H:28]([CH3:31])[CH2:27][CH2:26]2)[C:12](=[O:24])[NH:13][C:14]2[S:15][C:16]([S:19][CH2:20][C:21]([OH:23])=[O:22])=[CH:17][N:18]=2)C=CC=1.[CH3:32][C:33]1[CH:38]=[CH:37][C:36]([CH2:39][CH2:40]CC(O)=O)=[CH:35][CH:34]=1.C(OC(=O)CSC1SC(N)=NC=1)C. Given the product [CH3:31][CH:28]1[CH2:29][CH2:30][CH:25]([N:11]([CH2:10][CH2:9][CH2:40][CH2:39][C:36]2[CH:37]=[CH:38][C:33]([CH3:32])=[CH:34][CH:35]=2)[C:12](=[O:24])[NH:13][C:14]2[S:15][C:16]([S:19][CH2:20][C:21]([OH:23])=[O:22])=[CH:17][N:18]=2)[CH2:26][CH2:27]1, predict the reactants needed to synthesize it. (4) Given the product [CH2:7]([N:14]1[CH2:19][CH2:18][CH:17]([C:20]2[N:24]([CH2:34][CH3:35])[CH:23]=[C:22]([C:25]3[CH:30]=[CH:29][C:28]([F:31])=[C:27]([Cl:32])[CH:26]=3)[N:21]=2)[CH2:16][CH2:15]1)[C:8]1[CH:13]=[CH:12][CH:11]=[CH:10][CH:9]=1, predict the reactants needed to synthesize it. The reactants are: CS(C)=O.[OH-].[K+].[CH2:7]([N:14]1[CH2:19][CH2:18][CH:17]([C:20]2[NH:21][C:22]([C:25]3[CH:30]=[CH:29][C:28]([F:31])=[C:27]([Cl:32])[CH:26]=3)=[CH:23][N:24]=2)[CH2:16][CH2:15]1)[C:8]1[CH:13]=[CH:12][CH:11]=[CH:10][CH:9]=1.I[CH2:34][CH3:35]. (5) Given the product [N:13]1[CH:18]=[CH:17][CH:16]=[CH:15][C:14]=1/[C:19](=[CH:11]/[C:4]1[C:5]2[C:10](=[CH:9][CH:8]=[CH:7][CH:6]=2)[N:1]=[CH:2][CH:3]=1)/[C:20]#[N:21], predict the reactants needed to synthesize it. The reactants are: [N:1]1[C:10]2[C:5](=[CH:6][CH:7]=[CH:8][CH:9]=2)[C:4]([CH:11]=O)=[CH:3][CH:2]=1.[N:13]1[CH:18]=[CH:17][CH:16]=[CH:15][C:14]=1[CH2:19][C:20]#[N:21]. (6) Given the product [CH3:1][CH:2]1[CH:6]([C:7]2[N:11]3[C:12]4[CH:18]=[CH:17][N:16]([CH2:19][O:20][CH2:21][CH2:22][Si:23]([CH3:26])([CH3:25])[CH3:24])[C:13]=4[N:14]=[CH:15][C:10]3=[N:9][CH:8]=2)[CH2:5][CH:4]([NH:27][S:40]([CH:37]2[CH2:39][CH2:38]2)(=[O:42])=[O:41])[CH2:3]1, predict the reactants needed to synthesize it. The reactants are: [CH3:1][CH:2]1[CH:6]([C:7]2[N:11]3[C:12]4[CH:18]=[CH:17][N:16]([CH2:19][O:20][CH2:21][CH2:22][Si:23]([CH3:26])([CH3:25])[CH3:24])[C:13]=4[N:14]=[CH:15][C:10]3=[N:9][CH:8]=2)[CH2:5][CH:4]([NH2:27])[CH2:3]1.CCN(C(C)C)C(C)C.[CH:37]1([S:40](Cl)(=[O:42])=[O:41])[CH2:39][CH2:38]1.CO. (7) Given the product [Cl:1][C:2]1[C:3]([C:13]#[N:14])=[N:4][CH:5]=[C:6]([N+:8]([O-:10])=[O:9])[CH:7]=1, predict the reactants needed to synthesize it. The reactants are: [Cl:1][C:2]1[C:3](I)=[N:4][CH:5]=[C:6]([N+:8]([O-:10])=[O:9])[CH:7]=1.[Cu][C:13]#[N:14].C(OCC)(=O)C. (8) The reactants are: [CH3:1][O:2][C:3]1[CH:4]=[C:5]([CH:8]=[CH:9][CH:10]=1)[CH2:6]Cl.[Mg].II.[CH2:14]([O:21][C:22]1[CH:35]=[CH:34][C:25]([CH:26]=[N:27][CH2:28][CH:29]([O:32][CH3:33])[O:30][CH3:31])=[CH:24][C:23]=1[O:36][CH3:37])[C:15]1[CH:20]=[CH:19][CH:18]=[CH:17][CH:16]=1.[Cl-].[NH4+]. Given the product [CH2:14]([O:21][C:22]1[CH:35]=[CH:34][C:25]([CH:26]([NH:27][CH2:28][CH:29]([O:30][CH3:31])[O:32][CH3:33])[CH2:6][C:5]2[CH:8]=[CH:9][CH:10]=[C:3]([O:2][CH3:1])[CH:4]=2)=[CH:24][C:23]=1[O:36][CH3:37])[C:15]1[CH:16]=[CH:17][CH:18]=[CH:19][CH:20]=1, predict the reactants needed to synthesize it. (9) Given the product [NH:4]([N:7]([CH2:8][S:9][CH3:1])[C:10]1[CH:11]=[C:12]([NH:16][S:17]([CH3:20])(=[O:19])=[O:18])[CH:13]=[CH:14][CH:15]=1)[C:5]#[N:6], predict the reactants needed to synthesize it. The reactants are: [CH3:1][O-].[Na+].[N:4]#[C:5][NH2:6].[N:7]([C:10]1[CH:11]=[C:12]([NH:16][S:17]([CH3:20])(=[O:19])=[O:18])[CH:13]=[CH:14][CH:15]=1)=[C:8]=[S:9].CI.